This data is from Reaction yield outcomes from USPTO patents with 853,638 reactions. The task is: Predict the reaction yield, written as a fraction of the theoretical maximum amount of product (1.0 means a 100% yield; for example, 0.34 means a 34% yield). (1) The reactants are [Cl:1][C:2]1[CH:3]=[C:4]([C:8]#[CH:9])[CH:5]=[CH:6][CH:7]=1.[CH2:10]([O:12][C:13]([N:15]1[CH2:20][CH2:19][NH:18][CH2:17][CH2:16]1)=[O:14])[CH3:11].[CH3:21][C:22]1[CH:23]=[C:24]([CH:27]=[CH:28][CH:29]=1)[CH:25]=O. The catalyst is [Au](Br)(Br)Br.O. The product is [CH2:10]([O:12][C:13]([N:15]1[CH2:16][CH2:17][N:18]([CH:21]([C:22]2[CH:23]=[C:24]([CH3:25])[CH:27]=[CH:28][CH:29]=2)[C:9]#[C:8][C:4]2[CH:5]=[CH:6][CH:7]=[C:2]([Cl:1])[CH:3]=2)[CH2:19][CH2:20]1)=[O:14])[CH3:11]. The yield is 0.560. (2) The reactants are [C:1]([NH:4][C@:5]1([C:20](=[O:26])[NH:21][C:22]([CH3:25])([CH3:24])[CH3:23])[C@@H:9]([CH2:10][CH:11]=[CH2:12])[CH2:8][N:7]([C:13]([O:15][C:16]([CH3:19])([CH3:18])[CH3:17])=[O:14])[CH2:6]1)(=[O:3])[CH3:2].[CH3:27][C:28]1([CH3:35])[C:32]([CH3:34])([CH3:33])[O:31][BH:30][O:29]1. The catalyst is C(Cl)Cl.[Ir].ClC1CCC=CCCC=1.C1(P(C2C=CC=CC=2)CCP(C2C=CC=CC=2)C2C=CC=CC=2)C=CC=CC=1. The product is [C:1]([NH:4][C@:5]1([C:20](=[O:26])[NH:21][C:22]([CH3:25])([CH3:24])[CH3:23])[C@@H:9]([CH2:10][CH2:11][CH2:12][B:30]2[O:31][C:32]([CH3:34])([CH3:33])[C:28]([CH3:35])([CH3:27])[O:29]2)[CH2:8][N:7]([C:13]([O:15][C:16]([CH3:17])([CH3:18])[CH3:19])=[O:14])[CH2:6]1)(=[O:3])[CH3:2]. The yield is 0.820. (3) The reactants are [Cl:1][C:2]1[C:3]([C:36]([F:39])([F:38])[F:37])=[CH:4][C:5]2[N:9]=[C:8]([CH:10]([OH:12])[CH3:11])[N:7]([C:13]3[CH:18]=[CH:17][C:16]([CH2:19][CH2:20][NH:21][C:22]([NH:24][S:25]([C:28]4[CH:33]=[CH:32][C:31]([CH3:34])=[CH:30][CH:29]=4)(=[O:27])=[O:26])=[O:23])=[CH:15][CH:14]=3)[C:6]=2[CH:35]=1. The catalyst is C(Cl)Cl.O=[Mn]=O. The product is [C:10]([C:8]1[N:7]([C:13]2[CH:18]=[CH:17][C:16]([CH2:19][CH2:20][NH:21][C:22]([NH:24][S:25]([C:28]3[CH:33]=[CH:32][C:31]([CH3:34])=[CH:30][CH:29]=3)(=[O:27])=[O:26])=[O:23])=[CH:15][CH:14]=2)[C:6]2[CH:35]=[C:2]([Cl:1])[C:3]([C:36]([F:38])([F:39])[F:37])=[CH:4][C:5]=2[N:9]=1)(=[O:12])[CH3:11]. The yield is 0.880. (4) The reactants are [Br:1][C:2]1[CH:7]=[CH:6][C:5]([NH:8][C:9]2[N:10]([CH3:32])[C:11](=[O:31])[C:12]([CH3:30])=[CH:13][C:14]=2[C:15]([NH:17][O:18][CH2:19][C@@H:20]([O:22][Si](C(C)(C)C)(C)C)[CH3:21])=[O:16])=[C:4]([F:33])[CH:3]=1.Cl. The catalyst is C1COCC1.CCOC(C)=O. The product is [Br:1][C:2]1[CH:7]=[CH:6][C:5]([NH:8][C:9]2[N:10]([CH3:32])[C:11](=[O:31])[C:12]([CH3:30])=[CH:13][C:14]=2[C:15]([NH:17][O:18][CH2:19][C@@H:20]([OH:22])[CH3:21])=[O:16])=[C:4]([F:33])[CH:3]=1. The yield is 0.690.